From a dataset of Forward reaction prediction with 1.9M reactions from USPTO patents (1976-2016). Predict the product of the given reaction. (1) Given the reactants [CH:1]1([C:4]2[N:9]=[C:8]([C:10]3[NH:11][O:12][C:13](=[O:15])[N:14]=3)[CH:7]=[C:6]([C:16]([F:19])([F:18])[F:17])[N:5]=2)[CH2:3][CH2:2]1.[C:33]1(P([C:33]2[CH:38]=[CH:37][CH:36]=[CH:35][CH:34]=2)[C:33]2[CH:38]=[CH:37][CH:36]=[CH:35][CH:34]=2)[CH:38]=[CH:37][CH:36]=[CH:35][CH:34]=1.C(OC(N=NC(OCC)=O)=O)C.C1(CO)CCCC1, predict the reaction product. The product is: [CH:35]1([CH2:34][N:14]2[C:13](=[O:15])[O:12][N:11]=[C:10]2[C:8]2[CH:7]=[C:6]([C:16]([F:17])([F:19])[F:18])[N:5]=[C:4]([CH:1]3[CH2:2][CH2:3]3)[N:9]=2)[CH2:36][CH2:37][CH2:38][CH2:33]1. (2) Given the reactants [C:1]([C:5]1[CH:10]=[CH:9][C:8]([C:11]2[O:12][CH2:13][C:14]([CH3:17])([CH3:16])[N:15]=2)=[C:7]([CH:18]2[O:23][CH2:22][CH2:21][CH2:20][O:19]2)[CH:6]=1)([CH3:4])([CH3:3])[CH3:2].N#N.C([Li])CCC.C1C=CC(S(N(S(C2C=CC=CC=2)(=O)=O)[F:41])(=O)=O)=CC=1.[NH4+].[Cl-], predict the reaction product. The product is: [C:1]([C:5]1[CH:10]=[C:9]([F:41])[C:8]([C:11]2[O:12][CH2:13][C:14]([CH3:17])([CH3:16])[N:15]=2)=[C:7]([CH:18]2[O:23][CH2:22][CH2:21][CH2:20][O:19]2)[CH:6]=1)([CH3:2])([CH3:3])[CH3:4]. (3) The product is: [CH3:25][N:24]([CH3:26])[S:23]([N:20]1[CH2:21][CH2:22][N:17]([CH2:16][C:13]2[S:12][C:11]([NH:10][C:8]([N:7]([CH:29]3[CH2:30][CH2:31][N:32]([C:36](=[O:40])[CH2:37][CH2:38][CH3:39])[CH2:33][CH2:34]3)[CH:1]3[CH2:2][CH2:3][CH2:4][CH2:5][CH2:6]3)=[O:9])=[N:15][CH:14]=2)[CH2:18][CH2:19]1)(=[O:28])=[O:27]. Given the reactants [CH:1]1([N:7]([CH:29]2[CH2:34][CH2:33][NH2+:32][CH2:31][CH2:30]2)[C:8]([NH:10][C:11]2[S:12][C:13]([CH2:16][N:17]3[CH2:22][CH2:21][N:20]([S:23](=[O:28])(=[O:27])[N:24]([CH3:26])[CH3:25])[CH2:19][CH2:18]3)=[CH:14][N:15]=2)=[O:9])[CH2:6][CH2:5][CH2:4][CH2:3][CH2:2]1.[Cl-].[C:36](Cl)(=[O:40])[CH2:37][CH2:38][CH3:39], predict the reaction product. (4) Given the reactants [CH3:1][C@H:2]1[NH:7][CH2:6][CH2:5][N:4]([S:8]([C:11]2[CH:16]=[CH:15][C:14]([C:17]([F:20])([F:19])[F:18])=[CH:13][CH:12]=2)(=[O:10])=[O:9])[CH2:3]1.[CH3:21][C:22]1[N:27]=[CH:26][C:25]([C:28]([OH:30])=[O:29])=[CH:24][CH:23]=1.C1C=CC2N(O)N=NC=2C=1.O.CN(C(ON1N=NC2C=CC=CC1=2)=[N+](C)C)C.F[P-](F)(F)(F)(F)F.CCN(C(C)C)C(C)C, predict the reaction product. The product is: [CH:28]([OH:30])=[O:29].[CH3:1][C@@H:2]1[CH2:3][N:4]([S:8]([C:11]2[CH:12]=[CH:13][C:14]([C:17]([F:20])([F:18])[F:19])=[CH:15][CH:16]=2)(=[O:9])=[O:10])[CH2:5][CH2:6][N:7]1[C:28]([C:25]1[CH:26]=[N:27][C:22]([CH3:21])=[CH:23][CH:24]=1)=[O:29].